Dataset: Forward reaction prediction with 1.9M reactions from USPTO patents (1976-2016). Task: Predict the product of the given reaction. (1) Given the reactants [Br:1][CH2:2][CH:3]([C:5]1[CH:6]=[CH:7][C:8]2[C:17]3[CH:16]=[C:15]4[CH2:18][CH2:19][CH2:20][C:21](=[O:22])[C:14]4=[CH:13][C:12]=3[O:11][CH2:10][C:9]=2[CH:23]=1)[OH:4].CC1(C)N([O])C(C)(C)CCC1.C(=O)(O)[O-].[Na+].[Br-].[Na+].Cl[O-].[Na+], predict the reaction product. The product is: [Br:1][CH2:2][C:3]([C:5]1[CH:6]=[CH:7][C:8]2[C:17]3[CH:16]=[C:15]4[CH2:18][CH2:19][CH2:20][C:21](=[O:22])[C:14]4=[CH:13][C:12]=3[O:11][CH2:10][C:9]=2[CH:23]=1)=[O:4]. (2) Given the reactants Br[C:2]1[S:3][CH:4]=[CH:5][CH:6]=1.C([Li])CCC.[CH:12](=[O:19])[C:13]1[CH:18]=[CH:17][N:16]=[CH:15][CH:14]=1, predict the reaction product. The product is: [N:16]1[CH:17]=[CH:18][C:13]([CH:12]([C:2]2[S:3][CH:4]=[CH:5][CH:6]=2)[OH:19])=[CH:14][CH:15]=1. (3) Given the reactants C(N(C(C)C)CC)(C)C.[C:10]([O:14][C:15](=[O:23])[NH:16][CH:17]1[CH2:22][CH2:21][NH:20][CH2:19][CH2:18]1)([CH3:13])([CH3:12])[CH3:11].[Cl:24][C:25]1[CH:26]=[C:27]([S:34](Cl)(=[O:36])=[O:35])[CH:28]=[CH:29][C:30]=1[N+:31]([O-:33])=[O:32], predict the reaction product. The product is: [C:10]([O:14][C:15](=[O:23])[NH:16][CH:17]1[CH2:22][CH2:21][N:20]([S:34]([C:27]2[CH:28]=[CH:29][C:30]([N+:31]([O-:33])=[O:32])=[C:25]([Cl:24])[CH:26]=2)(=[O:36])=[O:35])[CH2:19][CH2:18]1)([CH3:13])([CH3:11])[CH3:12]. (4) Given the reactants [F:1][C:2]([F:8])([F:7])[C:3](=O)[CH:4]=O.[CH2:9]([NH:16][CH2:17][CH2:18][NH2:19])[C:10]1[CH:15]=[CH:14][CH:13]=[CH:12][CH:11]=1.[BH3-]C#N.[Na+].[OH-].[Na+], predict the reaction product. The product is: [CH2:9]([N:16]1[CH2:17][CH2:18][NH:19][CH:3]([C:2]([F:8])([F:7])[F:1])[CH2:4]1)[C:10]1[CH:15]=[CH:14][CH:13]=[CH:12][CH:11]=1. (5) Given the reactants [CH3:1][C:2]1[CH:7]=[C:6]([C:8]2[CH:13]=[CH:12][C:11]([C:14]([F:17])([F:16])[F:15])=[CH:10][CH:9]=2)[N:5]=[C:4]([CH:18]=[O:19])[N:3]=1.[NH2:20][CH:21]1[CH2:25][CH2:24][NH:23][C:22]1=[O:26].[CH:27](S(C1C=CC=CC=1)(=O)=O)=[CH2:28].C1CCN2C(=NCCC2)CC1, predict the reaction product. The product is: [NH3:3].[CH3:18][OH:19].[CH3:1][C:2]1[CH:7]=[C:6]([C:8]2[CH:9]=[CH:10][C:11]([C:14]([F:15])([F:16])[F:17])=[CH:12][CH:13]=2)[N:5]=[C:4]([C:18]2[CH2:28][CH2:27][C:21]3([CH2:25][CH2:24][NH:23][C:22]3=[O:26])[N:20]=2)[N:3]=1. (6) Given the reactants C[O:2][C:3]([C@@H:5]1[CH2:9][C@@H:8]([S:10]([C:13]2[CH:18]=[CH:17][C:16]([F:19])=[CH:15][C:14]=2[C:20]([F:23])([F:22])[F:21])(=[O:12])=[O:11])[CH2:7][N:6]1[C:24]1[N:25]([CH:30]2[CH2:33][CH2:32][CH2:31]2)[N:26]=[C:27]([CH3:29])[CH:28]=1)=[O:4].[OH-].[Li+], predict the reaction product. The product is: [CH:30]1([N:25]2[C:24]([N:6]3[CH2:7][C@H:8]([S:10]([C:13]4[CH:18]=[CH:17][C:16]([F:19])=[CH:15][C:14]=4[C:20]([F:21])([F:22])[F:23])(=[O:11])=[O:12])[CH2:9][C@H:5]3[C:3]([OH:4])=[O:2])=[CH:28][C:27]([CH3:29])=[N:26]2)[CH2:31][CH2:32][CH2:33]1.